Dataset: Catalyst prediction with 721,799 reactions and 888 catalyst types from USPTO. Task: Predict which catalyst facilitates the given reaction. (1) Reactant: [Br:1][C:2]1[CH:7]=[CH:6][C:5]([CH2:8][CH2:9][CH2:10][NH:11][CH2:12][CH2:13][CH2:14][O:15][CH3:16])=[CH:4][CH:3]=1.C(N(CC)CC)C.[CH3:24][C:25]([O:28][C:29](O[C:29]([O:28][C:25]([CH3:27])([CH3:26])[CH3:24])=[O:30])=[O:30])([CH3:27])[CH3:26]. Product: [Br:1][C:2]1[CH:3]=[CH:4][C:5]([CH2:8][CH2:9][CH2:10][N:11]([CH2:12][CH2:13][CH2:14][O:15][CH3:16])[C:29](=[O:30])[O:28][C:25]([CH3:27])([CH3:26])[CH3:24])=[CH:6][CH:7]=1. The catalyst class is: 90. (2) Reactant: [C:1]([C:3]1[CH:8]=[CH:7][C:6]([C:9]2[N:13]3[CH:14]=[C:15]([C:18]4[CH:26]=[CH:25][C:21]([C:22]([OH:24])=O)=[CH:20][CH:19]=4)[CH:16]=[CH:17][C:12]3=[N:11][CH:10]=2)=[CH:5][CH:4]=1)#[N:2].CN(C(ON1N=NC2C=CC=NC1=2)=[N+](C)C)C.F[P-](F)(F)(F)(F)F.CN1CCOCC1.Cl.C([N:63]1[CH2:68][CH2:67][C:66]([CH3:74])([C:69]2[CH:73]=[CH:72][NH:71][N:70]=2)[CH2:65][CH2:64]1)(C)(C)C. Product: [CH3:74][C:66]1([C:69]2[CH:73]=[CH:72][NH:71][N:70]=2)[CH2:67][CH2:68][N:63]([C:22]([C:21]2[CH:20]=[CH:19][C:18]([C:15]3[CH:16]=[CH:17][C:12]4[N:13]([C:9]([C:6]5[CH:5]=[CH:4][C:3]([C:1]#[N:2])=[CH:8][CH:7]=5)=[CH:10][N:11]=4)[CH:14]=3)=[CH:26][CH:25]=2)=[O:24])[CH2:64][CH2:65]1. The catalyst class is: 18. (3) Reactant: [Cl:1][C:2]1[N:7]=[CH:6][C:5]([C:8](Cl)=[O:9])=[CH:4][CH:3]=1.Cl.CN.[CH2:14]([N:16](CC)CC)C. Product: [Cl:1][C:2]1[N:7]=[CH:6][C:5]([C:8]([NH:16][CH3:14])=[O:9])=[CH:4][CH:3]=1. The catalyst class is: 2. (4) Reactant: C[O:2][C:3](=O)[C:4]([N:7]1[CH:11]=[C:10]([C:12]2[CH:13]=[C:14]3[C:20]([C@@H:21]([C:23]4[C:28]([Cl:29])=[CH:27][CH:26]=[C:25]([F:30])[C:24]=4[Cl:31])[CH3:22])=[CH:19][NH:18][C:15]3=[N:16][CH:17]=2)[CH:9]=[N:8]1)([CH3:6])[CH3:5].[H-].[H-].[H-].[H-].[Li+].[Al+3]. Product: [Cl:31][C:24]1[C:25]([F:30])=[CH:26][CH:27]=[C:28]([Cl:29])[C:23]=1[C@H:21]([C:20]1[C:14]2[C:15](=[N:16][CH:17]=[C:12]([C:10]3[CH:9]=[N:8][N:7]([C:4]([CH3:5])([CH3:6])[CH2:3][OH:2])[CH:11]=3)[CH:13]=2)[NH:18][CH:19]=1)[CH3:22]. The catalyst class is: 1. (5) Reactant: I[C:2]1[CH:3]=[C:4]2[C:9](=[CH:10][CH:11]=1)[N:8]=[C:7]([NH2:12])[CH:6]=[CH:5]2.C(N(CC)CC)C.C1(C(C2C=CC=CC=2)CCP)C=CC=CC=1.C([SiH](CCCCCC)CCCCCC)CCCCC.CN(C)[CH:57]=[O:58]. The catalyst class is: 167. Product: [NH2:12][C:7]1[CH:6]=[CH:5][C:4]2[C:9](=[CH:10][CH:11]=[C:2]([CH:57]=[O:58])[CH:3]=2)[N:8]=1. (6) Reactant: [F:1][C:2]([F:7])([CH3:6])[C:3](O)=[O:4].C(N(C(C)C)CC)(C)C.C(Cl)(=O)OCC(C)C.[F:25][C:26]1[CH:31]=[C:30]([S:32]([CH3:35])(=[O:34])=[O:33])[CH:29]=[CH:28][C:27]=1[NH:36][C@H:37]1[CH2:41][CH2:40][N:39]([CH:42]2[CH2:47][CH2:46][N:45]([C:48](=[NH:51])[NH:49]O)[CH2:44][CH2:43]2)[C:38]1=[O:52]. Product: [F:1][C:2]([C:3]1[O:4][N:49]=[C:48]([N:45]2[CH2:44][CH2:43][CH:42]([N:39]3[CH2:40][CH2:41][C@H:37]([NH:36][C:27]4[CH:28]=[CH:29][C:30]([S:32]([CH3:35])(=[O:33])=[O:34])=[CH:31][C:26]=4[F:25])[C:38]3=[O:52])[CH2:47][CH2:46]2)[N:51]=1)([F:7])[CH3:6]. The catalyst class is: 38.